Dataset: Full USPTO retrosynthesis dataset with 1.9M reactions from patents (1976-2016). Task: Predict the reactants needed to synthesize the given product. (1) Given the product [CH2:1]([N:8]1[CH2:13][CH2:12][C:11]([C:14]2[C:19]([F:20])=[CH:18][C:17]([N:21]3[CH2:25][C@H:24]([CH2:26][N:32]4[N:33]=[CH:34][S:30][C:31]4=[O:35])[O:23][C:22]3=[O:28])=[CH:16][C:15]=2[F:29])=[CH:10][CH2:9]1)[C:2]1[CH:3]=[CH:4][CH:5]=[CH:6][CH:7]=1, predict the reactants needed to synthesize it. The reactants are: [CH2:1]([N:8]1[CH2:13][CH2:12][C:11]([C:14]2[C:19]([F:20])=[CH:18][C:17]([N:21]3[CH2:25][C@H:24]([CH2:26]O)[O:23][C:22]3=[O:28])=[CH:16][C:15]=2[F:29])=[CH:10][CH2:9]1)[C:2]1[CH:7]=[CH:6][CH:5]=[CH:4][CH:3]=1.[S:30]1[CH:34]=[N:33][NH:32][C:31]1=[O:35]. (2) Given the product [C:1]1([C:7]2[CH:16]=[CH:15][CH:14]=[C:13]3[C:8]=2[C:9]([NH:28][CH2:29][C:30]2[CH:35]=[CH:34][CH:33]=[CH:32][N:31]=2)=[N:10][N:11]=[C:12]3[C:17]2[CH:18]=[N:19][CH:20]=[C:21]([CH:27]=2)[C:22]([NH2:36])=[O:24])[CH:2]=[CH:3][CH:4]=[CH:5][CH:6]=1, predict the reactants needed to synthesize it. The reactants are: [C:1]1([C:7]2[CH:16]=[CH:15][CH:14]=[C:13]3[C:8]=2[C:9]([NH:28][CH2:29][C:30]2[CH:35]=[CH:34][CH:33]=[CH:32][N:31]=2)=[N:10][N:11]=[C:12]3[C:17]2[CH:18]=[N:19][CH:20]=[C:21]([CH:27]=2)[C:22]([O:24]CC)=O)[CH:6]=[CH:5][CH:4]=[CH:3][CH:2]=1.[NH3:36]. (3) Given the product [Br:20][CH2:1][C:5](=[O:12])[CH2:6][CH2:7][C:8]([O:10][CH3:11])=[O:9], predict the reactants needed to synthesize it. The reactants are: [C:1](#N)C.Cl[C:5](=[O:12])[CH2:6][CH2:7][C:8]([O:10][CH3:11])=[O:9].C[Si](C=[N+]=[N-])(C)C.[BrH:20].C(O)(=O)C. (4) Given the product [CH2:1]([O:8][C:9]([CH2:11][CH2:12][C@@H:13]([CH3:14])[C@H:15]([C:19]([O:31][C:30]([CH3:47])([CH3:32])[CH3:29])=[O:18])[C:42]([OH:43])=[O:45])=[O:10])[C:2]1[CH:3]=[CH:4][CH:5]=[CH:6][CH:7]=1, predict the reactants needed to synthesize it. The reactants are: [CH2:1]([O:8][C:9]([CH2:11][CH2:12][C@H:13]([C@H:15]1[CH2:19][O:18]C(C)(C)N1C(OC(C)(C)C)=O)[CH3:14])=[O:10])[C:2]1[CH:7]=[CH:6][CH:5]=[CH:4][CH:3]=1.[CH3:29][C:30]([CH3:32])=[O:31].OS(O)(=O)=O.O=[Cr](=O)=O.[C:42](=[O:45])(O)[O-:43].[Na+].[CH3:47]O. (5) Given the product [C:42]1([C:29]2([C:23]3[CH:24]=[CH:25][CH:26]=[CH:27][CH:28]=3)[O:33][C:32]3[CH:34]=[CH:35][C:36]([S:38]([N:11]4[CH2:10][CH:9]=[C:8]([C:2]5[CH:7]=[CH:6][CH:5]=[CH:4][CH:3]=5)[CH2:13][CH2:12]4)(=[O:39])=[O:40])=[CH:37][C:31]=3[O:30]2)[CH:47]=[CH:46][CH:45]=[CH:44][CH:43]=1, predict the reactants needed to synthesize it. The reactants are: Cl.[C:2]1([CH:8]2[CH:13]=[CH:12][NH:11][CH2:10][CH2:9]2)[CH:7]=[CH:6][CH:5]=[CH:4][CH:3]=1.C(N(C(C)C)C(C)C)C.[C:23]1([C:29]2([C:42]3[CH:47]=[CH:46][CH:45]=[CH:44][CH:43]=3)[O:33][C:32]3[CH:34]=[CH:35][C:36]([S:38](Cl)(=[O:40])=[O:39])=[CH:37][C:31]=3[O:30]2)[CH:28]=[CH:27][CH:26]=[CH:25][CH:24]=1.Cl. (6) Given the product [C:13]([O:17][C:18]([N:20]1[CH2:25][CH2:24][CH:23]([NH:26][C:2]2[CH:11]=[CH:10][C:9]3[C:4](=[C:5]([Cl:12])[CH:6]=[CH:7][CH:8]=3)[N:3]=2)[CH2:22][CH2:21]1)=[O:19])([CH3:16])([CH3:14])[CH3:15], predict the reactants needed to synthesize it. The reactants are: Cl[C:2]1[CH:11]=[CH:10][C:9]2[C:4](=[C:5]([Cl:12])[CH:6]=[CH:7][CH:8]=2)[N:3]=1.[C:13]([O:17][C:18]([N:20]1[CH2:25][CH2:24][CH:23]([NH2:26])[CH2:22][CH2:21]1)=[O:19])([CH3:16])([CH3:15])[CH3:14].O(C(C)(C)C)[K].C1(P(C2C=CC=CC=2)C2C=CC3C(=CC=CC=3)C=2C2C3C(=CC=CC=3)C=CC=2P(C2C=CC=CC=2)C2C=CC=CC=2)C=CC=CC=1. (7) Given the product [CH:22]1([C:25]2[N:29]([C:30]([O:32][C:33]([CH3:36])([CH3:35])[CH3:34])=[O:31])[C:28]3[CH:37]=[C:38]([C:47]4[C:48]([CH3:53])=[N:49][O:50][C:51]=4[CH3:52])[CH:39]=[C:40]([C:41]([C:21]4[N:16]=[N:17][CH:18]=[CH:19][CH:20]=4)=[O:46])[C:27]=3[N:26]=2)[CH2:23][CH2:24]1, predict the reactants needed to synthesize it. The reactants are: CC1(C)CCCC(C)(C)N1.[Li]CCCC.[N:16]1[CH:21]=[CH:20][CH:19]=[CH:18][N:17]=1.[CH:22]1([C:25]2[N:29]([C:30]([O:32][C:33]([CH3:36])([CH3:35])[CH3:34])=[O:31])[C:28]3[CH:37]=[C:38]([C:47]4[C:48]([CH3:53])=[N:49][O:50][C:51]=4[CH3:52])[CH:39]=[C:40]([C:41](=[O:46])N(OC)C)[C:27]=3[N:26]=2)[CH2:24][CH2:23]1.